From a dataset of Peptide-MHC class I binding affinity with 185,985 pairs from IEDB/IMGT. Regression. Given a peptide amino acid sequence and an MHC pseudo amino acid sequence, predict their binding affinity value. This is MHC class I binding data. (1) The peptide sequence is IEDPPFNSL. The MHC is HLA-A01:01 with pseudo-sequence HLA-A01:01. The binding affinity (normalized) is 0. (2) The MHC is HLA-A80:01 with pseudo-sequence HLA-A80:01. The binding affinity (normalized) is 0.0847. The peptide sequence is CEALLADGL. (3) The peptide sequence is QEWERKVDF. The MHC is Mamu-A11 with pseudo-sequence Mamu-A11. The binding affinity (normalized) is 0.428. (4) The peptide sequence is ASNKPISNR. The MHC is HLA-A11:01 with pseudo-sequence HLA-A11:01. The binding affinity (normalized) is 0.779. (5) The peptide sequence is YAQMWSLMY. The MHC is HLA-A30:02 with pseudo-sequence HLA-A30:02. The binding affinity (normalized) is 0.799. (6) The peptide sequence is PQIGGEAIFL. The MHC is HLA-A02:03 with pseudo-sequence HLA-A02:03. The binding affinity (normalized) is 0.176. (7) The peptide sequence is YIFAALGGSV. The MHC is HLA-A02:01 with pseudo-sequence HLA-A02:01. The binding affinity (normalized) is 0.648.